Task: Regression. Given a peptide amino acid sequence and an MHC pseudo amino acid sequence, predict their binding affinity value. This is MHC class I binding data.. Dataset: Peptide-MHC class I binding affinity with 185,985 pairs from IEDB/IMGT The peptide sequence is VVRVRRELL. The MHC is HLA-B08:01 with pseudo-sequence HLA-B08:01. The binding affinity (normalized) is 0.196.